This data is from Forward reaction prediction with 1.9M reactions from USPTO patents (1976-2016). The task is: Predict the product of the given reaction. (1) Given the reactants [NH:1]1[CH:5]=[C:4]([C:6]([OH:8])=[O:7])[N:3]=[CH:2]1.S(Cl)(Cl)=O.[CH3:13][CH:14](O)[CH3:15], predict the reaction product. The product is: [CH:14]([O:7][C:6]([C:4]1[N:3]=[CH:2][NH:1][CH:5]=1)=[O:8])([CH3:15])[CH3:13]. (2) Given the reactants Br[C:2]1[CH:3]=[C:4]([C:8]2[O:9][C:10]([CH3:13])=[N:11][N:12]=2)[CH:5]=[CH:6][CH:7]=1.[B:14]1([B:14]2[O:18][C:17]([CH3:20])([CH3:19])[C:16]([CH3:22])([CH3:21])[O:15]2)[O:18][C:17]([CH3:20])([CH3:19])[C:16]([CH3:22])([CH3:21])[O:15]1.C([O-])(=O)C.[K+], predict the reaction product. The product is: [CH3:13][C:10]1[O:9][C:8]([C:4]2[CH:5]=[CH:6][CH:7]=[C:2]([B:14]3[O:18][C:17]([CH3:20])([CH3:19])[C:16]([CH3:22])([CH3:21])[O:15]3)[CH:3]=2)=[N:12][N:11]=1. (3) The product is: [CH2:1]([CH:3]([CH2:12][CH:13]=[CH2:14])[CH:4]([OH:11])[CH2:5][C:6]([OH:8])=[O:7])[CH3:2]. Given the reactants [CH2:1]([CH:3]([CH2:12][CH:13]=[CH2:14])[CH:4]([OH:11])[CH2:5][C:6]([O:8]CC)=[O:7])[CH3:2], predict the reaction product. (4) The product is: [F:1][C:2]1[CH:11]=[C:10]2[C:5]([C:6]([N:19]3[C:27]4[C:22](=[N:23][CH:24]=[C:25]([C:28]([NH2:29])=[O:32])[CH:26]=4)[C:21]([CH3:31])([CH3:30])[CH2:20]3)=[C:7]([CH3:18])[C:8]([C:12]3[CH:17]=[CH:16][CH:15]=[CH:14][N:13]=3)=[N:9]2)=[CH:4][CH:3]=1. Given the reactants [F:1][C:2]1[CH:11]=[C:10]2[C:5]([C:6]([N:19]3[C:27]4[C:22](=[N:23][CH:24]=[C:25]([C:28]#[N:29])[CH:26]=4)[C:21]([CH3:31])([CH3:30])[CH2:20]3)=[C:7]([CH3:18])[C:8]([C:12]3[CH:17]=[CH:16][CH:15]=[CH:14][N:13]=3)=[N:9]2)=[CH:4][CH:3]=1.[OH-:32].[Na+], predict the reaction product.